From a dataset of Catalyst prediction with 721,799 reactions and 888 catalyst types from USPTO. Predict which catalyst facilitates the given reaction. (1) Reactant: [C:1]([O:5][C:6]([C@@:8]12[CH:15]=[CH:14][CH2:13][C@@H:12]1[C:11](=O)[N:10]([C@@H:17]([C:19]1[CH:24]=[CH:23][CH:22]=[CH:21][CH:20]=1)[CH3:18])[CH2:9]2)=[O:7])([CH3:4])([CH3:3])[CH3:2].COC1C=CC(P2(SP(C3C=CC(OC)=CC=3)(=S)S2)=[S:34])=CC=1. Product: [C:1]([O:5][C:6]([C@@:8]12[CH:15]=[CH:14][CH2:13][C@@H:12]1[C:11](=[S:34])[N:10]([C@@H:17]([C:19]1[CH:24]=[CH:23][CH:22]=[CH:21][CH:20]=1)[CH3:18])[CH2:9]2)=[O:7])([CH3:4])([CH3:3])[CH3:2]. The catalyst class is: 11. (2) Reactant: C[O:2][C:3](=[O:16])[CH2:4][CH2:5][N:6]1[C:10]2[CH:11]=[CH:12][CH:13]=[CH:14][C:9]=2[NH:8][C:7]1=[O:15].[H-].[Na+].Br[CH2:20][C:21]1[C:26]2[S:27][CH:28]=[CH:29][C:25]=2[CH:24]=[CH:23][CH:22]=1. Product: [S:27]1[C:26]2[C:21]([CH2:20][N:8]3[C:9]4[CH:14]=[CH:13][CH:12]=[CH:11][C:10]=4[N:6]([CH2:5][CH2:4][C:3]([OH:2])=[O:16])[C:7]3=[O:15])=[CH:22][CH:23]=[CH:24][C:25]=2[CH:29]=[CH:28]1. The catalyst class is: 566. (3) Reactant: [Br:1][C:2]1[CH:7]=[CH:6][CH:5]=[C:4]([N+:8]([O-:10])=[O:9])[C:3]=1[Cl:11].[F-:12].[K+].[F-].[Cs+]. Product: [Br:1][C:2]1[CH:7]=[CH:6][CH:5]=[C:4]([N+:8]([O-:10])=[O:9])[C:3]=1[F:12].[Br:1][C:2]1[CH:7]=[CH:6][CH:5]=[C:4]([N+:8]([O-:10])=[O:9])[C:3]=1[Cl:11]. The catalyst class is: 695.